This data is from Forward reaction prediction with 1.9M reactions from USPTO patents (1976-2016). The task is: Predict the product of the given reaction. Given the reactants C[O:2][C:3](=[O:18])[CH2:4][NH:5][C:6]([C:8]1[N:9]([CH3:17])[C:10]2[C:15]([CH:16]=1)=[CH:14][CH:13]=[CH:12][CH:11]=2)=[O:7].[OH-].[Li+], predict the reaction product. The product is: [CH3:17][N:9]1[C:10]2[C:15](=[CH:14][CH:13]=[CH:12][CH:11]=2)[CH:16]=[C:8]1[C:6]([NH:5][CH2:4][C:3]([OH:18])=[O:2])=[O:7].